This data is from Full USPTO retrosynthesis dataset with 1.9M reactions from patents (1976-2016). The task is: Predict the reactants needed to synthesize the given product. (1) Given the product [Cl:1][C:2]1[CH:3]=[C:4]2[C:9](=[CH:10][CH:11]=1)[NH:8][CH:7]([C:12]1[CH:18]=[CH:17][CH:16]=[CH:15][C:13]=1[NH:14][S:34]([C:28]1[CH:33]=[CH:32][CH:31]=[CH:30][CH:29]=1)(=[O:36])=[O:35])[CH2:6][C:5]2([CH3:20])[CH3:19], predict the reactants needed to synthesize it. The reactants are: [Cl:1][C:2]1[CH:3]=[C:4]2[C:9](=[CH:10][CH:11]=1)[NH:8][CH:7]([C:12]1[CH:18]=[CH:17][CH:16]=[CH:15][C:13]=1[NH2:14])[CH2:6][C:5]2([CH3:20])[CH3:19].C(N(CC)CC)C.[C:28]1([S:34](Cl)(=[O:36])=[O:35])[CH:33]=[CH:32][CH:31]=[CH:30][CH:29]=1. (2) Given the product [Cl:1][C:2]1[CH:11]=[C:10]([C:12]2[CH:13]=[N:14][C:15]3[N:16]([C:18]([CH2:21][C:22]4[CH:23]=[C:24]5[C:29](=[CH:30][CH:31]=4)[N:28]=[CH:27][CH:26]=[CH:25]5)=[CH:19][N:20]=3)[N:17]=2)[CH:9]=[CH:8][C:3]=1[C:4]([OH:6])=[O:5], predict the reactants needed to synthesize it. The reactants are: [Cl:1][C:2]1[CH:11]=[C:10]([C:12]2[CH:13]=[N:14][C:15]3[N:16]([C:18]([CH2:21][C:22]4[CH:23]=[C:24]5[C:29](=[CH:30][CH:31]=4)[N:28]=[CH:27][CH:26]=[CH:25]5)=[CH:19][N:20]=3)[N:17]=2)[CH:9]=[CH:8][C:3]=1[C:4]([O:6]C)=[O:5].[OH-].[Li+]. (3) Given the product [Cl:24][C:25]1[CH:30]=[C:29]([C:2]2[CH:3]=[CH:4][C:5](=[O:23])[N:6]([CH2:8][CH2:9][O:10][C:11]3[C:20]4[C:15](=[CH:16][C:17]([O:21][CH3:22])=[CH:18][CH:19]=4)[N:14]=[CH:13][CH:12]=3)[N:7]=2)[CH:28]=[CH:27][C:26]=1[C@H:40]([NH:45][S@@:46]([C:48]([CH3:51])([CH3:50])[CH3:49])=[O:47])[C:41]([F:44])([F:43])[F:42], predict the reactants needed to synthesize it. The reactants are: Cl[C:2]1[CH:3]=[CH:4][C:5](=[O:23])[N:6]([CH2:8][CH2:9][O:10][C:11]2[C:20]3[C:15](=[CH:16][C:17]([O:21][CH3:22])=[CH:18][CH:19]=3)[N:14]=[CH:13][CH:12]=2)[N:7]=1.[Cl:24][C:25]1[CH:30]=[C:29](B2OC(C)(C)C(C)(C)O2)[CH:28]=[CH:27][C:26]=1[C@H:40]([NH:45][S@@:46]([C:48]([CH3:51])([CH3:50])[CH3:49])=[O:47])[C:41]([F:44])([F:43])[F:42].C(=O)([O-])[O-].[Cs+].[Cs+].